Dataset: Forward reaction prediction with 1.9M reactions from USPTO patents (1976-2016). Task: Predict the product of the given reaction. Given the reactants [C:1]12([C:11]([OH:13])=[O:12])[CH2:10][CH:5]3[CH2:6][CH:7]([CH2:9][CH:3]([CH2:4]3)[CH2:2]1)[CH2:8]2.[C:14](=O)([O-])[O-].[Na+].[Na+].[CH:20]([Cl:23])(Cl)Cl, predict the reaction product. The product is: [C:1]12([C:11]([O:13][CH:20]([Cl:23])[CH3:14])=[O:12])[CH2:10][CH:5]3[CH2:6][CH:7]([CH2:9][CH:3]([CH2:4]3)[CH2:2]1)[CH2:8]2.